From a dataset of Forward reaction prediction with 1.9M reactions from USPTO patents (1976-2016). Predict the product of the given reaction. (1) The product is: [CH3:13][NH:14][C:15]([C:17]1[CH:22]=[C:21]([O:23][C:24]2[CH:29]=[CH:28][C:27]3[N:30]([CH3:31])[C:11]([C:5]4[C:4]5[C:8](=[CH:9][CH:10]=[C:2]([F:1])[CH:3]=5)[NH:7][N:6]=4)=[N:32][C:26]=3[CH:25]=2)[CH:20]=[CH:19][N:18]=1)=[O:16]. Given the reactants [F:1][C:2]1[CH:3]=[C:4]2[C:8](=[CH:9][CH:10]=1)[NH:7][N:6]=[C:5]2[CH:11]=O.[CH3:13][NH:14][C:15]([C:17]1[CH:22]=[C:21]([O:23][C:24]2[CH:29]=[CH:28][C:27]([NH:30][CH3:31])=[C:26]([NH2:32])[CH:25]=2)[CH:20]=[CH:19][N:18]=1)=[O:16], predict the reaction product. (2) Given the reactants [C:1]([O:5][C:6]([NH:8][CH2:9][C:10]1[CH:11]=[C:12]([CH:16]2[CH2:21][CH2:20][N:19]([C:22]([C:24]3[CH:25]=[C:26]([CH:34]=[CH:35][CH:36]=3)[O:27][CH2:28][C:29]([O:31]CC)=[O:30])=[O:23])[CH2:18][CH2:17]2)[CH:13]=[CH:14][CH:15]=1)=[O:7])([CH3:4])([CH3:3])[CH3:2].O.[OH-].[Na+].C(OCC)(=O)C, predict the reaction product. The product is: [C:1]([O:5][C:6]([NH:8][CH2:9][C:10]1[CH:11]=[C:12]([CH:16]2[CH2:21][CH2:20][N:19]([C:22]([C:24]3[CH:25]=[C:26]([CH:34]=[CH:35][CH:36]=3)[O:27][CH2:28][C:29]([OH:31])=[O:30])=[O:23])[CH2:18][CH2:17]2)[CH:13]=[CH:14][CH:15]=1)=[O:7])([CH3:4])([CH3:2])[CH3:3]. (3) Given the reactants [CH3:1][C:2]1[CH:3]=[CH:4][C:5]([NH:21][C:22]([C:24]2[CH:25]=[CH:26][C:27]([CH2:30][N:31]3[CH2:36][CH2:35][N:34]([CH3:37])[CH2:33][CH2:32]3)=[CH:28][CH:29]=2)=[O:23])=[CH:6][C:7]=1[NH:8][C:9]1[N:10]=[CH:11][CH:12]=[C:13]([C:15]2[CH:16]=[CH:17][CH:18]=[N:19][CH:20]=2)[N:14]=1.O.[CH3:39][S:40]([OH:43])(=[O:42])=[O:41], predict the reaction product. The product is: [CH3:1][C:2]1[CH:3]=[CH:4][C:5]([NH:21][C:22]([C:24]2[CH:29]=[CH:28][C:27]([CH2:30][N:31]3[CH2:32][CH2:33][N:34]([CH3:37])[CH2:35][CH2:36]3)=[CH:26][CH:25]=2)=[O:23])=[CH:6][C:7]=1[NH:8][C:9]1[N:10]=[CH:11][CH:12]=[C:13]([C:15]2[CH:16]=[CH:17][CH:18]=[N:19][CH:20]=2)[N:14]=1.[CH3:39][S:40]([OH:43])(=[O:42])=[O:41]. (4) Given the reactants Cl.[Cl:2][C:3]1[CH:4]=[C:5]2[C:9](=[CH:10][CH:11]=1)[NH:8][CH:7]=[C:6]2[CH2:12][CH2:13][NH2:14].[CH3:15][O:16][C:17]1[CH:18]=[C:19]([N:23]2[CH2:27][CH2:26][CH:25]([C:28](O)=[O:29])[C:24]2=[O:31])[CH:20]=[CH:21][CH:22]=1.[CH3:15][O:16][C:17]1[CH:18]=[C:19]([N:23]2[CH2:27][CH2:26][CH:25]([C:28](O)=[O:29])[C:24]2=[O:31])[CH:20]=[CH:21][CH:22]=1.C1CN([P+](ON2N=NC3C=CC=CC2=3)(N2CCCC2)N2CCCC2)CC1.F[P-](F)(F)(F)(F)F.C(N(CC)C(C)C)(C)C, predict the reaction product. The product is: [Cl:2][C:3]1[CH:4]=[C:5]2[C:9](=[CH:10][CH:11]=1)[NH:8][CH:7]=[C:6]2[CH2:12][CH2:13][NH:14][C:28]([CH:25]1[CH2:26][CH2:27][N:23]([C:19]2[CH:20]=[CH:21][CH:22]=[C:17]([O:16][CH3:15])[CH:18]=2)[C:24]1=[O:31])=[O:29]. (5) Given the reactants [Cl:1][C:2]1[C:3]([C:31]2[CH:32]=[N:33][N:34]3[CH:39]=[CH:38][CH:37]=[CH:36][C:35]=23)=[N:4][C:5]([NH:8][C:9]2[CH:14]=[C:13]([N+:15]([O-])=O)[C:12]([N:18]([CH3:28])[CH2:19][CH2:20][N:21]3[CH2:26][CH2:25][N:24]([CH3:27])[CH2:23][CH2:22]3)=[CH:11][C:10]=2[O:29][CH3:30])=[N:6][CH:7]=1.[NH4+].[Cl-], predict the reaction product. The product is: [Cl:1][C:2]1[C:3]([C:31]2[CH:32]=[N:33][N:34]3[CH:39]=[CH:38][CH:37]=[CH:36][C:35]=23)=[N:4][C:5]([NH:8][C:9]2[CH:14]=[C:13]([NH2:15])[C:12]([N:18]([CH3:28])[CH2:19][CH2:20][N:21]3[CH2:26][CH2:25][N:24]([CH3:27])[CH2:23][CH2:22]3)=[CH:11][C:10]=2[O:29][CH3:30])=[N:6][CH:7]=1. (6) Given the reactants [CH2:1]([N:5]1[C:13]2[C:8](=[C:9]([O:14][CH3:15])[CH:10]=[CH:11][CH:12]=2)[C:7]([C:16](=[O:21])C(F)(F)F)=[CH:6]1)[CH2:2][CH2:3][CH3:4].Cl.[OH-:23].[Na+], predict the reaction product. The product is: [CH2:1]([N:5]1[C:13]2[C:8](=[C:9]([O:14][CH3:15])[CH:10]=[CH:11][CH:12]=2)[C:7]([C:16]([OH:21])=[O:23])=[CH:6]1)[CH2:2][CH2:3][CH3:4].